From a dataset of Catalyst prediction with 721,799 reactions and 888 catalyst types from USPTO. Predict which catalyst facilitates the given reaction. Reactant: [N:1]1[CH:6]=[CH:5][CH:4]=[C:3]([C:7]2[CH2:13][CH:12]3[N:14]([C:15]([N:17]4[C:26]5[C:21](=[CH:22][CH:23]=[CH:24][CH:25]=5)[CH2:20][CH2:19][CH2:18]4)=[O:16])[CH:9]([CH2:10][CH2:11]3)[CH:8]=2)[CH:2]=1. Product: [N:1]1[CH:6]=[CH:5][CH:4]=[C:3]([CH:7]2[CH2:13][CH:12]3[N:14]([C:15]([N:17]4[C:26]5[C:21](=[CH:22][CH:23]=[CH:24][CH:25]=5)[CH2:20][CH2:19][CH2:18]4)=[O:16])[CH:9]([CH2:10][CH2:11]3)[CH2:8]2)[CH:2]=1. The catalyst class is: 29.